From a dataset of Forward reaction prediction with 1.9M reactions from USPTO patents (1976-2016). Predict the product of the given reaction. (1) The product is: [CH3:23][N:22]([CH3:24])[CH:19]1[CH2:20][CH2:21][N:16]([C:15]2[C:8]3[C:9](=[N:10][CH:11]=[CH:12][C:7]=3[O:6][C:5]3[CH:34]=[CH:35][C:2]([NH:1][C:50]([C:46]45[CH2:47][CH:48]4[CH2:49][N:44]([C:41]4[CH:42]=[CH:43][C:38]([F:37])=[CH:39][CH:40]=4)[C:45]5=[O:53])=[O:51])=[CH:3][C:4]=3[F:36])[N:13]([CH2:25][C:26]3[CH:27]=[CH:28][C:29]([O:32][CH3:33])=[CH:30][CH:31]=3)[N:14]=2)[CH2:17][CH2:18]1. Given the reactants [NH2:1][C:2]1[CH:35]=[CH:34][C:5]([O:6][C:7]2[CH:12]=[CH:11][N:10]=[C:9]3[N:13]([CH2:25][C:26]4[CH:31]=[CH:30][C:29]([O:32][CH3:33])=[CH:28][CH:27]=4)[N:14]=[C:15]([N:16]4[CH2:21][CH2:20][CH:19]([N:22]([CH3:24])[CH3:23])[CH2:18][CH2:17]4)[C:8]=23)=[C:4]([F:36])[CH:3]=1.[F:37][C:38]1[CH:43]=[CH:42][C:41]([N:44]2[CH2:49][CH:48]3[C:46]([C:50](O)=[O:51])([CH2:47]3)[C:45]2=[O:53])=[CH:40][CH:39]=1.CCN=C=NCCCN(C)C.C1C=CC2N(O)N=NC=2C=1.[NH4+].[Cl-], predict the reaction product. (2) The product is: [OH:25][CH2:24][CH2:23][O:1][C:2]1[CH:3]=[CH:4][C:5]([C:6]([C:8]2[CH:13]=[CH:12][CH:11]=[CH:10][CH:9]=2)=[O:7])=[CH:14][CH:15]=1. Given the reactants [OH:1][C:2]1[CH:15]=[CH:14][C:5]([C:6]([C:8]2[CH:13]=[CH:12][CH:11]=[CH:10][CH:9]=2)=[O:7])=[CH:4][CH:3]=1.C([O-])([O-])=O.[K+].[K+].Cl[CH2:23][CH2:24][OH:25].[Na+].[I-], predict the reaction product. (3) Given the reactants [CH3:1][N:2]1[CH2:7][CH2:6][N:5]([C:8]2[N:13]3[CH:14]=[C:15]([CH2:17][N:18]4[C@H:31]5[C@H:22]([CH2:23][CH2:24][C:25]6[C:30]5=[N:29][CH:28]=[CH:27][CH:26]=6)[CH2:21][CH2:20][CH2:19]4)[N:16]=[C:12]3[CH:11]=[CH:10][CH:9]=2)[CH2:4][CH2:3]1.[NH:32]1[CH2:37][CH2:36][O:35][CH2:34][CH2:33]1.[C:38](O)(=O)C.C=O, predict the reaction product. The product is: [CH3:1][N:2]1[CH2:3][CH2:4][N:5]([C:8]2[N:13]3[C:14]([CH2:38][N:32]4[CH2:37][CH2:36][O:35][CH2:34][CH2:33]4)=[C:15]([CH2:17][N:18]4[C@H:31]5[C@H:22]([CH2:23][CH2:24][C:25]6[C:30]5=[N:29][CH:28]=[CH:27][CH:26]=6)[CH2:21][CH2:20][CH2:19]4)[N:16]=[C:12]3[CH:11]=[CH:10][CH:9]=2)[CH2:6][CH2:7]1. (4) Given the reactants [NH2:1][C:2]1[N:10]=[C:9]2[C:5]([N:6]=[C:7]([CH2:11][CH2:12][CH2:13][NH:14][C:15]([O:17][C:18]([CH3:21])([CH3:20])[CH3:19])=[O:16])[NH:8]2)=[C:4]([O:22][CH2:23][C:24]2[CH:37]=[CH:36][C:27]([CH2:28][NH:29]C(=O)C(F)(F)F)=[CH:26][CH:25]=2)[N:3]=1.CN, predict the reaction product. The product is: [NH2:1][C:2]1[N:10]=[C:9]2[C:5]([N:6]=[C:7]([CH2:11][CH2:12][CH2:13][NH:14][C:15]([O:17][C:18]([CH3:20])([CH3:19])[CH3:21])=[O:16])[NH:8]2)=[C:4]([O:22][CH2:23][C:24]2[CH:37]=[CH:36][C:27]([CH2:28][NH2:29])=[CH:26][CH:25]=2)[N:3]=1. (5) Given the reactants C(OC([NH:8][CH:9]1[CH2:15][CH2:14][C:13]2[C:16]([Br:20])=[CH:17][CH:18]=[CH:19][C:12]=2[CH2:11][C:10]1=[O:21])=O)(C)(C)C.[ClH:22], predict the reaction product. The product is: [ClH:22].[NH2:8][CH:9]1[CH2:15][CH2:14][C:13]2[C:16]([Br:20])=[CH:17][CH:18]=[CH:19][C:12]=2[CH2:11][C:10]1=[O:21].